From a dataset of hERG potassium channel inhibition data for cardiac toxicity prediction from Karim et al.. Regression/Classification. Given a drug SMILES string, predict its toxicity properties. Task type varies by dataset: regression for continuous values (e.g., LD50, hERG inhibition percentage) or binary classification for toxic/non-toxic outcomes (e.g., AMES mutagenicity, cardiotoxicity, hepatotoxicity). Dataset: herg_karim. (1) The molecule is COc1cc(C2CCN(C(C)=O)CC2)ccc1Nc1ncc(Cl)c(-c2cnc3ccccn23)n1. The result is 0 (non-blocker). (2) The molecule is O=C(c1ccc(CN2CCC3(CC2)OCc2cc(F)ncc23)cc1)c1ccc(F)c(F)c1. The result is 1 (blocker). (3) The compound is CCOC(=O)N1CCN(Cc2nnc(-c3cccc(Cl)c3)o2)CC1. The result is 0 (non-blocker). (4) The drug is CCc1nc([C@]2(c3cnn(C)c3)N[C@@H](c3nc(-c4ccc(F)cn4)c[nH]3)Cc3c2[nH]c2ccccc32)no1. The result is 1 (blocker).